From a dataset of Reaction yield outcomes from USPTO patents with 853,638 reactions. Predict the reaction yield, written as a fraction of the theoretical maximum amount of product (1.0 means a 100% yield; for example, 0.34 means a 34% yield). (1) The reactants are [CH3:1][O:2][C:3]1[CH:4]=[C:5]2[C:10](=[CH:11][C:12]=1[O:13][CH:14]([C:20](OCC)=[O:21])[C:15](OCC)=[O:16])[N:9]=[CH:8][CH:7]=[C:6]2[O:25][C:26]1[C:27]([CH3:36])=[N:28][C:29]2[C:34]([CH:35]=1)=[CH:33][CH:32]=[CH:31][CH:30]=2.[H-].[Al+3].[Li+].[H-].[H-].[H-].O. The catalyst is O1CCCC1. The product is [CH3:1][O:2][C:3]1[CH:4]=[C:5]2[C:10](=[CH:11][C:12]=1[O:13][CH:14]([CH2:20][OH:21])[CH2:15][OH:16])[N:9]=[CH:8][CH:7]=[C:6]2[O:25][C:26]1[C:27]([CH3:36])=[N:28][C:29]2[C:34]([CH:35]=1)=[CH:33][CH:32]=[CH:31][CH:30]=2. The yield is 0.220. (2) The reactants are Cl.[NH2:2][C:3]([NH:5][C:6]1[S:7][C:8]([C:28]2[CH:33]=[CH:32][C:31]([O:34][CH3:35])=[CH:30][CH:29]=2)=[CH:9][C:10]=1[C:11]([NH:13][C@H:14]1[CH2:20][CH2:19][CH2:18][CH2:17][N:16](C(OC(C)(C)C)=O)[CH2:15]1)=[O:12])=[O:4]. The catalyst is O1CCOCC1. The product is [NH2:2][C:3]([NH:5][C:6]1[S:7][C:8]([C:28]2[CH:29]=[CH:30][C:31]([O:34][CH3:35])=[CH:32][CH:33]=2)=[CH:9][C:10]=1[C:11]([NH:13][C@H:14]1[CH2:20][CH2:19][CH2:18][CH2:17][NH:16][CH2:15]1)=[O:12])=[O:4]. The yield is 0.590. (3) The reactants are Cl[C:2]1[N:7]=[C:6]([NH:8][CH2:9][CH2:10][CH2:11][N:12]([CH2:15][CH3:16])[CH2:13][CH3:14])[N:5]=[C:4]2[N:17]([C:22]3[C:27]([F:28])=[CH:26][CH:25]=[CH:24][C:23]=3[F:29])[C:18](=[O:21])[NH:19][CH2:20][C:3]=12.[CH3:30][C:31]1[CH:39]=[CH:38][C:34]([C:35]([OH:37])=[O:36])=[CH:33][C:32]=1B1OC(C)(C)C(C)(C)O1.C(=O)([O-])[O-].[K+].[K+]. The catalyst is O1CCOCC1.O.[Pd].C1(P(C2C=CC=CC=2)C2C=CC=CC=2)C=CC=CC=1.C1(P(C2C=CC=CC=2)C2C=CC=CC=2)C=CC=CC=1.C1(P(C2C=CC=CC=2)C2C=CC=CC=2)C=CC=CC=1.C1(P(C2C=CC=CC=2)C2C=CC=CC=2)C=CC=CC=1. The product is [CH2:13]([N:12]([CH2:15][CH3:16])[CH2:11][CH2:10][CH2:9][NH:8][C:6]1[N:7]=[C:2]([C:32]2[CH:33]=[C:34]([CH:38]=[CH:39][C:31]=2[CH3:30])[C:35]([OH:37])=[O:36])[C:3]2[CH2:20][NH:19][C:18](=[O:21])[N:17]([C:22]3[C:27]([F:28])=[CH:26][CH:25]=[CH:24][C:23]=3[F:29])[C:4]=2[N:5]=1)[CH3:14]. The yield is 0.260. (4) The reactants are [CH2:1]1[CH:8]2[C:4]3([C:10]([OH:12])=O)[CH2:5][CH:6]([CH2:9][CH:2]1[CH2:3]3)[CH2:7]2.C(Cl)(=O)C([Cl:16])=O. The catalyst is ClCCl. The product is [CH2:1]1[CH:8]2[C:4]3([C:10]([Cl:16])=[O:12])[CH2:5][CH:6]([CH2:9][CH:2]1[CH2:3]3)[CH2:7]2. The yield is 0.990. (5) The reactants are [CH:1]1([N:7]([CH3:26])[C:8]2[CH:13]=[CH:12][C:11]([C:14]3[CH:19]=[CH:18][CH:17]=[CH:16][C:15]=3[C:20]3[NH:24][N:23]=[N:22][N:21]=3)=[CH:10][C:9]=2[NH2:25])[CH2:6][CH2:5][CH2:4][CH2:3][CH2:2]1.[N:27]([C:30]1[CH:35]=[CH:34][C:33]([C:36]([F:39])([F:38])[F:37])=[CH:32][CH:31]=1)=[C:28]=[O:29]. The catalyst is C1COCC1. The product is [CH:1]1([N:7]([CH3:26])[C:8]2[CH:13]=[CH:12][C:11]([C:14]3[CH:19]=[CH:18][CH:17]=[CH:16][C:15]=3[C:20]3[NH:24][N:23]=[N:22][N:21]=3)=[CH:10][C:9]=2[NH:25][C:28]([NH:27][C:30]2[CH:31]=[CH:32][C:33]([C:36]([F:37])([F:38])[F:39])=[CH:34][CH:35]=2)=[O:29])[CH2:2][CH2:3][CH2:4][CH2:5][CH2:6]1. The yield is 0.490. (6) The reactants are [C@:1]12([CH3:13])[C:7]([CH3:9])([CH3:8])[CH:4]([CH2:5][CH2:6]1)[CH2:3][CH:2]2[C:10](Cl)=[O:11].[N+:14]([C:17]1[CH:22]=[CH:21][CH:20]=[CH:19][C:18]=1[CH:23]([OH:28])[C:24]([CH3:27])([CH3:26])[CH3:25])([O-:16])=[O:15]. The catalyst is CN(C1C=CN=CC=1)C.N1C=CC=CC=1. The product is [C@:1]12([CH3:13])[C:7]([CH3:9])([CH3:8])[CH:4]([CH2:5][CH2:6]1)[CH2:3][CH:2]2[C:10]([O:28][CH:23]([C:18]1[CH:19]=[CH:20][CH:21]=[CH:22][C:17]=1[N+:14]([O-:16])=[O:15])[C:24]([CH3:25])([CH3:26])[CH3:27])=[O:11]. The yield is 0.810.